Dataset: Full USPTO retrosynthesis dataset with 1.9M reactions from patents (1976-2016). Task: Predict the reactants needed to synthesize the given product. (1) Given the product [C:27]([CH2:26][NH:1][C:2]1[CH:3]=[CH:4][C:5]([C:6]2[O:7][C:8]3[C:13]([C:14](=[O:16])[CH:15]=2)=[C:12]([O:17][CH3:18])[C:11]([O:19][CH3:20])=[C:10]([O:21][CH3:22])[CH:9]=3)=[CH:23][CH:24]=1)([O:29][CH2:30][CH3:31])=[O:28], predict the reactants needed to synthesize it. The reactants are: [NH2:1][C:2]1[CH:24]=[CH:23][C:5]([C:6]2[O:7][C:8]3[C:13]([C:14](=[O:16])[CH:15]=2)=[C:12]([O:17][CH3:18])[C:11]([O:19][CH3:20])=[C:10]([O:21][CH3:22])[CH:9]=3)=[CH:4][CH:3]=1.Br[CH2:26][C:27]([O:29][CH2:30][CH3:31])=[O:28].C(=O)([O-])[O-].[K+].[K+]. (2) Given the product [CH2:15]([C:17]1[CH:18]=[C:19]2[C:20](=[CH:21][CH:22]=1)[NH:23][CH2:24][CH2:25][C:26]2=[O:28])[CH3:16], predict the reactants needed to synthesize it. The reactants are: O=P12OP3(OP(OP(O3)(O1)=O)(=O)O2)=O.[CH2:15]([C:17]1[CH:22]=[CH:21][C:20]([NH:23][CH2:24][CH2:25][C:26]([O:28]CC)=O)=[CH:19][CH:18]=1)[CH3:16].[OH-].[Na+].